Dataset: Reaction yield outcomes from USPTO patents with 853,638 reactions. Task: Predict the reaction yield, written as a fraction of the theoretical maximum amount of product (1.0 means a 100% yield; for example, 0.34 means a 34% yield). (1) The yield is 0.750. The catalyst is CN(C)C=O.CCOC(C)=O.C([O-])(O)=O.[Na+].C1C=CC([P]([Pd]([P](C2C=CC=CC=2)(C2C=CC=CC=2)C2C=CC=CC=2)([P](C2C=CC=CC=2)(C2C=CC=CC=2)C2C=CC=CC=2)[P](C2C=CC=CC=2)(C2C=CC=CC=2)C2C=CC=CC=2)(C2C=CC=CC=2)C2C=CC=CC=2)=CC=1. The product is [C:2]1([C:10]2[CH:15]=[CH:14][CH:13]=[CH:12][CH:11]=2)[C:3]([CH:4]=[O:5])=[CH:6][CH:7]=[CH:8][CH:9]=1. The reactants are Br[C:2]1[CH:9]=[CH:8][CH:7]=[CH:6][C:3]=1[CH:4]=[O:5].[C:10]1(B(O)O)[CH:15]=[CH:14][CH:13]=[CH:12][CH:11]=1.C([O-])([O-])=O.[Na+].[Na+]. (2) The reactants are FC(F)(F)S(O[C:7]1[CH:8]=[C:9]2[C:14](=[CH:15][CH:16]=1)[S:13][C:12]([CH3:18])([CH3:17])[CH2:11][C:10]2=[O:19])(=O)=O.[CH3:22][Si:23]([C:26]#[CH:27])([CH3:25])[CH3:24]. The catalyst is C(N(CC)CC)C.CN(C)C=O.O.Cl[Pd](Cl)([P](C1C=CC=CC=1)(C1C=CC=CC=1)C1C=CC=CC=1)[P](C1C=CC=CC=1)(C1C=CC=CC=1)C1C=CC=CC=1. The product is [CH3:17][C:12]1([CH3:18])[CH2:11][C:10](=[O:19])[C:9]2[C:14](=[CH:15][CH:16]=[C:7]([C:27]#[C:26][Si:23]([CH3:25])([CH3:24])[CH3:22])[CH:8]=2)[S:13]1. The yield is 0.910. (3) The reactants are [O:1]1[C:9]2[C:4](=[CH:5][CH:6]=[CH:7][CH:8]=2)[C:3](=[O:10])[CH2:2]1.[BH4-].[Na+].Cl.O[C:15]1[CH:20]=[CH:19][C:18]([CH2:21][CH2:22][C:23]([O:25][CH3:26])=[O:24])=[CH:17][CH:16]=1.C1(P(C2C=CC=CC=2)C2C=CC=CC=2)C=CC=CC=1.N(C(OCC)=O)=NC(OCC)=O. The product is [O:1]1[C:9]2[CH:8]=[CH:7][CH:6]=[CH:5][C:4]=2[CH:3]([O:10][C:15]2[CH:20]=[CH:19][C:18]([CH2:21][CH2:22][C:23]([O:25][CH3:26])=[O:24])=[CH:17][CH:16]=2)[CH2:2]1. The catalyst is C(O)C.[Cl-].[Na+].O.O.O1CCCC1. The yield is 0.170. (4) The reactants are Cl[CH2:2][C:3]1[N:8]=[CH:7][C:6]([S:9]([NH:12][C:13]2[C:22]([NH:23][C:24]3[CH:29]=[C:28]([O:30][CH3:31])[CH:27]=[C:26]([O:32][CH3:33])[CH:25]=3)=[N:21][C:20]3[C:15](=[CH:16][CH:17]=[CH:18][CH:19]=3)[N:14]=2)(=[O:11])=[O:10])=[CH:5][CH:4]=1.C(N(C(C)C)C(C)C)C.[CH3:43][N:44]1[CH2:49][CH2:48][NH:47][CH2:46][CH2:45]1. The catalyst is C(#N)C.C(Cl)Cl. The product is [CH3:33][O:32][C:26]1[CH:25]=[C:24]([NH:23][C:22]2[C:13]([NH:12][S:9]([C:6]3[CH:7]=[N:8][C:3]([CH2:2][N:47]4[CH2:48][CH2:49][N:44]([CH3:43])[CH2:45][CH2:46]4)=[CH:4][CH:5]=3)(=[O:10])=[O:11])=[N:14][C:15]3[C:20]([N:21]=2)=[CH:19][CH:18]=[CH:17][CH:16]=3)[CH:29]=[C:28]([O:30][CH3:31])[CH:27]=1. The yield is 0.0900.